From a dataset of Full USPTO retrosynthesis dataset with 1.9M reactions from patents (1976-2016). Predict the reactants needed to synthesize the given product. (1) Given the product [Cl:23][C:10]1[C:9]([C:13]#[N:14])=[CH:8][C:7]([C:15]2[CH:20]=[CH:19][N:18]=[CH:17][CH:16]=2)=[C:6]([C:2]2[O:1][CH:5]=[CH:4][CH:3]=2)[N:11]=1, predict the reactants needed to synthesize it. The reactants are: [O:1]1[CH:5]=[CH:4][CH:3]=[C:2]1[C:6]1[NH:11][C:10](=O)[C:9]([C:13]#[N:14])=[CH:8][C:7]=1[C:15]1[CH:20]=[CH:19][N:18]=[CH:17][CH:16]=1.P(Cl)(Cl)([Cl:23])=O. (2) Given the product [CH3:1][O:2][C:3]1[CH:4]=[C:5]([NH:11][C:12]2[N:17]=[C:16]([N:18]3[CH:22]=[CH:21][C:20]([C:23]([F:26])([F:25])[F:24])=[N:19]3)[C:15]([C:27]3[CH:28]=[C:29]([C:35]([OH:37])=[O:36])[C:30]([O:33][CH3:34])=[N:31][CH:32]=3)=[CH:14][N:13]=2)[CH:6]=[C:7]([O:9][CH3:10])[CH:8]=1, predict the reactants needed to synthesize it. The reactants are: [CH3:1][O:2][C:3]1[CH:4]=[C:5]([NH:11][C:12]2[N:17]=[C:16]([N:18]3[CH:22]=[CH:21][C:20]([C:23]([F:26])([F:25])[F:24])=[N:19]3)[C:15]([C:27]3[CH:28]=[C:29]([C:35]([O:37]C)=[O:36])[C:30]([O:33][CH3:34])=[N:31][CH:32]=3)=[CH:14][N:13]=2)[CH:6]=[C:7]([O:9][CH3:10])[CH:8]=1.O.[OH-].[Ba+2].[OH-].Cl.